From a dataset of Catalyst prediction with 721,799 reactions and 888 catalyst types from USPTO. Predict which catalyst facilitates the given reaction. (1) Reactant: [Br-].[CH2:2]([P+](C1C=CC=CC=1)(C1C=CC=CC=1)C1C=CC=CC=1)[CH2:3][CH3:4].[CH2:24]([C:26]1[CH:31]=[CH:30][C:29]([C:32]2[CH:37]=[CH:36][C:35]([C:38]3[Se:42][C:41]([CH:43]=O)=[CH:40][CH:39]=3)=[C:34]([F:45])[C:33]=2[F:46])=[CH:28][CH:27]=1)[CH3:25].CC(C)([O-])C.[K+].Cl. Product: [CH:43]([C:41]1[Se:42][C:38]([C:35]2[CH:36]=[CH:37][C:32]([C:29]3[CH:30]=[CH:31][C:26]([CH2:24][CH3:25])=[CH:27][CH:28]=3)=[C:33]([F:46])[C:34]=2[F:45])=[CH:39][CH:40]=1)=[CH:2][CH2:3][CH3:4]. The catalyst class is: 20. (2) Reactant: [Br:1][C:2]1[CH:3]=[C:4]([C:8]2([CH3:20])[C:13]([CH3:15])([CH3:14])[O:12][C:11](OC)=[N:10][S:9]2(=[O:19])=[O:18])[CH:5]=[CH:6][CH:7]=1.[F:21][C:22]1[CH:27]=[CH:26][CH:25]=[CH:24][C:23]=1[C@@H:28]([NH2:30])[CH3:29]. Product: [Br:1][C:2]1[CH:3]=[C:4]([C:8]2([CH3:20])[C:13]([CH3:15])([CH3:14])[O:12][C:11]([NH:30][C@H:28]([C:23]3[CH:24]=[CH:25][CH:26]=[CH:27][C:22]=3[F:21])[CH3:29])=[N:10][S:9]2(=[O:19])=[O:18])[CH:5]=[CH:6][CH:7]=1. The catalyst class is: 2. (3) Reactant: O.[OH-].[Li+].C([O:7][CH2:8][C:9]1[CH:10]=[C:11]([CH:16]=[CH:17][C:18]=1[Br:19])[C:12]([O:14]C)=[O:13])(=O)C.Cl.C(OCC)(=O)C. Product: [Br:19][C:18]1[CH:17]=[CH:16][C:11]([C:12]([OH:14])=[O:13])=[CH:10][C:9]=1[CH2:8][OH:7]. The catalyst class is: 132. (4) Reactant: [Br:1][C:2]1[C:10]2[C:5](=[CH:6][CH:7]=[CH:8][CH:9]=2)[NH:4][C:3]=1[C:11]([O:13]CC)=[O:12].[OH-].[Li+]. Product: [Br:1][C:2]1[C:10]2[C:5](=[CH:6][CH:7]=[CH:8][CH:9]=2)[NH:4][C:3]=1[C:11]([OH:13])=[O:12]. The catalyst class is: 87.